Dataset: Catalyst prediction with 721,799 reactions and 888 catalyst types from USPTO. Task: Predict which catalyst facilitates the given reaction. (1) Reactant: C1(O[C:8](=[O:20])[NH:9][C:10]2[CH:11]=[N:12][CH:13]=[C:14]([C:16]([F:19])([F:18])[F:17])[CH:15]=2)C=CC=CC=1.[Cl:21][C:22]1[CH:28]=[C:27]([O:29][C:30]2[C:31]3[N:38]([CH3:39])[CH:37]=[CH:36][C:32]=3[N:33]=[CH:34][N:35]=2)[CH:26]=[CH:25][C:23]=1[NH2:24].N1C=CC=CC=1. Product: [Cl:21][C:22]1[CH:28]=[C:27]([O:29][C:30]2[C:31]3[N:38]([CH3:39])[CH:37]=[CH:36][C:32]=3[N:33]=[CH:34][N:35]=2)[CH:26]=[CH:25][C:23]=1[NH:24][C:8]([NH:9][C:10]1[CH:11]=[N:12][CH:13]=[C:14]([C:16]([F:17])([F:18])[F:19])[CH:15]=1)=[O:20]. The catalyst class is: 60. (2) Reactant: [CH2:1]([O:8][C:9](=[O:26])[NH:10][CH:11]([C:20](=[O:25])N(OC)C)[CH:12]([CH3:19])[CH2:13][O:14][C:15]([CH3:18])([CH3:17])[CH3:16])[C:2]1[CH:7]=[CH:6][CH:5]=[CH:4][CH:3]=1.[H-].[Al+3].[Li+].[H-].[H-].[H-]. Product: [CH2:1]([O:8][C:9](=[O:26])[NH:10][CH:11]([CH:20]=[O:25])[CH:12]([CH3:19])[CH2:13][O:14][C:15]([CH3:18])([CH3:16])[CH3:17])[C:2]1[CH:3]=[CH:4][CH:5]=[CH:6][CH:7]=1. The catalyst class is: 28. (3) Product: [F:16][C:2]([F:1])([F:15])[CH2:3][O:4][C:5]1[N:6]=[CH:7][C:8]([C:11]([OH:13])=[O:12])=[N:9][CH:10]=1. The catalyst class is: 12. Reactant: [F:1][C:2]([F:16])([F:15])[CH2:3][O:4][C:5]1[N:6]=[CH:7][C:8]([C:11]([O:13]C)=[O:12])=[N:9][CH:10]=1.Cl. (4) Reactant: Br[C@@H:2]([CH3:14])[CH2:3][CH2:4][CH2:5][CH2:6][C:7]([O:9][C:10]([CH3:13])([CH3:12])[CH3:11])=[O:8].[N-:15]=[N+:16]=[N-:17].[Na+]. Product: [N:15]([C@H:2]([CH3:14])[CH2:3][CH2:4][CH2:5][CH2:6][C:7]([O:9][C:10]([CH3:13])([CH3:12])[CH3:11])=[O:8])=[N+:16]=[N-:17]. The catalyst class is: 174. (5) Reactant: [CH3:1][C@@H:2]([C@:6]1([CH3:51])[C@@H:45]([C:46]([OH:48])=[O:47])[C@@:44]2([CH3:49])[C@@:9]([CH3:50])([C@@H:10]3[C:41](=[CH:42][CH2:43]2)[C@@:14]24[CH2:21][C@@H:20]([N:22]5[C:26]([C:27]6[CH:32]=[CH:31][N:30]=[CH:29][CH:28]=6)=[N:25][CH:24]=[N:23]5)[C@H:19]([O:33][CH2:34][C@@H:35]5[CH2:39][CH2:38][CH2:37][NH:36]5)[C@@:18]([CH3:40])([C@@H:13]2[CH2:12][CH2:11]3)[CH2:17][O:16][CH2:15]4)[CH2:8][CH2:7]1)[CH:3]([CH3:5])[CH3:4].C=O.[CH3:54]C(O)=O.C([BH3-])#N.[Na+]. Product: [CH3:1][C@@H:2]([C@:6]1([CH3:51])[C@@H:45]([C:46]([OH:48])=[O:47])[C@@:44]2([CH3:49])[C@@:9]([CH3:50])([C@@H:10]3[C:41](=[CH:42][CH2:43]2)[C@@:14]24[CH2:21][C@@H:20]([N:22]5[C:26]([C:27]6[CH:32]=[CH:31][N:30]=[CH:29][CH:28]=6)=[N:25][CH:24]=[N:23]5)[C@H:19]([O:33][CH2:34][C@@H:35]5[CH2:39][CH2:38][CH2:37][N:36]5[CH3:54])[C@@:18]([CH3:40])([C@@H:13]2[CH2:12][CH2:11]3)[CH2:17][O:16][CH2:15]4)[CH2:8][CH2:7]1)[CH:3]([CH3:4])[CH3:5]. The catalyst class is: 92.